This data is from TCR-epitope binding with 47,182 pairs between 192 epitopes and 23,139 TCRs. The task is: Binary Classification. Given a T-cell receptor sequence (or CDR3 region) and an epitope sequence, predict whether binding occurs between them. (1) The epitope is GILGFVFTL. The TCR CDR3 sequence is CASSPDQETSYTDTQYF. Result: 1 (the TCR binds to the epitope). (2) Result: 0 (the TCR does not bind to the epitope). The epitope is EIYKRWII. The TCR CDR3 sequence is CATSPTANTEAFF. (3) The epitope is FLPRVFSAV. The TCR CDR3 sequence is CASSFLQGSSEAFF. Result: 1 (the TCR binds to the epitope). (4) The epitope is YIFFASFYY. The TCR CDR3 sequence is CASSFGPGELFF. Result: 1 (the TCR binds to the epitope). (5) The epitope is KLWAQCVQL. The TCR CDR3 sequence is CAWSETSGKYNEQFF. Result: 0 (the TCR does not bind to the epitope). (6) The epitope is LLFNKVTLA. The TCR CDR3 sequence is CASSFGSVDTDTQYF. Result: 0 (the TCR does not bind to the epitope). (7) The epitope is KLGGALQAK. The TCR CDR3 sequence is CASSLIGVGEFTDTQYF. Result: 1 (the TCR binds to the epitope). (8) The TCR CDR3 sequence is CASGGYNEQFF. The epitope is NLVPMVATV. Result: 1 (the TCR binds to the epitope). (9) The epitope is AMFWSVPTV. The TCR CDR3 sequence is CASSPPYRGSGTEAFF. Result: 0 (the TCR does not bind to the epitope). (10) The epitope is LLWNGPMAV. The TCR CDR3 sequence is CASSVEGPGELFF. Result: 1 (the TCR binds to the epitope).